From a dataset of TCR-epitope binding with 47,182 pairs between 192 epitopes and 23,139 TCRs. Binary Classification. Given a T-cell receptor sequence (or CDR3 region) and an epitope sequence, predict whether binding occurs between them. The epitope is HSKKKCDEL. The TCR CDR3 sequence is CSARDPSRGSGVMDEQFF. Result: 0 (the TCR does not bind to the epitope).